The task is: Regression. Given two drug SMILES strings and cell line genomic features, predict the synergy score measuring deviation from expected non-interaction effect.. This data is from NCI-60 drug combinations with 297,098 pairs across 59 cell lines. (1) Drug 1: CCC1=CC2CC(C3=C(CN(C2)C1)C4=CC=CC=C4N3)(C5=C(C=C6C(=C5)C78CCN9C7C(C=CC9)(C(C(C8N6C)(C(=O)OC)O)OC(=O)C)CC)OC)C(=O)OC.C(C(C(=O)O)O)(C(=O)O)O. Drug 2: C1=NC2=C(N=C(N=C2N1C3C(C(C(O3)CO)O)O)F)N. Cell line: A498. Synergy scores: CSS=16.1, Synergy_ZIP=-8.23, Synergy_Bliss=2.14, Synergy_Loewe=-18.5, Synergy_HSA=1.31. (2) Drug 1: CC1=CC2C(CCC3(C2CCC3(C(=O)C)OC(=O)C)C)C4(C1=CC(=O)CC4)C. Drug 2: CCCCC(=O)OCC(=O)C1(CC(C2=C(C1)C(=C3C(=C2O)C(=O)C4=C(C3=O)C=CC=C4OC)O)OC5CC(C(C(O5)C)O)NC(=O)C(F)(F)F)O. Cell line: NCI/ADR-RES. Synergy scores: CSS=-0.527, Synergy_ZIP=-0.966, Synergy_Bliss=-3.12, Synergy_Loewe=-3.70, Synergy_HSA=-2.92. (3) Drug 1: CC1OCC2C(O1)C(C(C(O2)OC3C4COC(=O)C4C(C5=CC6=C(C=C35)OCO6)C7=CC(=C(C(=C7)OC)O)OC)O)O. Drug 2: CN(C)N=NC1=C(NC=N1)C(=O)N. Cell line: ACHN. Synergy scores: CSS=66.4, Synergy_ZIP=6.40, Synergy_Bliss=10.4, Synergy_Loewe=-2.40, Synergy_HSA=13.4. (4) Cell line: SN12C. Drug 2: C(CCl)NC(=O)N(CCCl)N=O. Synergy scores: CSS=11.3, Synergy_ZIP=-3.63, Synergy_Bliss=-0.763, Synergy_Loewe=-1.64, Synergy_HSA=-0.469. Drug 1: CS(=O)(=O)OCCCCOS(=O)(=O)C. (5) Drug 1: CC1=CC=C(C=C1)C2=CC(=NN2C3=CC=C(C=C3)S(=O)(=O)N)C(F)(F)F. Drug 2: N.N.Cl[Pt+2]Cl. Cell line: OVCAR-4. Synergy scores: CSS=36.4, Synergy_ZIP=-0.857, Synergy_Bliss=-0.00514, Synergy_Loewe=-9.72, Synergy_HSA=-1.07.